From a dataset of Peptide-MHC class I binding affinity with 185,985 pairs from IEDB/IMGT. Regression. Given a peptide amino acid sequence and an MHC pseudo amino acid sequence, predict their binding affinity value. This is MHC class I binding data. (1) The peptide sequence is KYYNDILKL. The binding affinity (normalized) is 0.787. The MHC is HLA-A23:01 with pseudo-sequence HLA-A23:01. (2) The peptide sequence is ARIDARIDF. The MHC is HLA-B39:01 with pseudo-sequence HLA-B39:01. The binding affinity (normalized) is 0.0847. (3) The peptide sequence is WMRGRGRAL. The MHC is HLA-A01:01 with pseudo-sequence HLA-A01:01. The binding affinity (normalized) is 0.0847. (4) The peptide sequence is ESIEDKFDY. The MHC is HLA-A31:01 with pseudo-sequence HLA-A31:01. The binding affinity (normalized) is 0.0343. (5) The MHC is HLA-A31:01 with pseudo-sequence HLA-A31:01. The binding affinity (normalized) is 0.340. The peptide sequence is LLACTDPSER. (6) The peptide sequence is KLTEAITAA. The MHC is HLA-B15:01 with pseudo-sequence HLA-B15:01. The binding affinity (normalized) is 0.585. (7) The MHC is HLA-A31:01 with pseudo-sequence HLA-A31:01. The binding affinity (normalized) is 0. The peptide sequence is KSGGLSSGFY.